The task is: Predict the product of the given reaction.. This data is from Forward reaction prediction with 1.9M reactions from USPTO patents (1976-2016). (1) Given the reactants Cl[C:2]1[N:3]=[CH:4][C:5]2[N:11]([CH3:12])[C:10](=[O:13])[C:9]([F:15])([F:14])[CH2:8][N:7]([CH:16]3[CH2:19][CH2:18][CH2:17]3)[C:6]=2[N:20]=1.O.C1(C)C(S(O)(=O)=O)=CC=CC=1.[NH2:33][C:34]1[CH:48]=[CH:47][C:37]([C:38]([NH:40][CH2:41][CH2:42][CH2:43][N:44]([CH3:46])[CH3:45])=[O:39])=[CH:36][CH:35]=1, predict the reaction product. The product is: [CH:16]1([N:7]2[CH2:8][C:9]([F:15])([F:14])[C:10](=[O:13])[N:11]([CH3:12])[C:5]3[CH:4]=[N:3][C:2]([NH:33][C:34]4[CH:48]=[CH:47][C:37]([C:38]([NH:40][CH2:41][CH2:42][CH2:43][N:44]([CH3:45])[CH3:46])=[O:39])=[CH:36][CH:35]=4)=[N:20][C:6]2=3)[CH2:19][CH2:18][CH2:17]1. (2) The product is: [Br:1][C:2]1[CH:7]=[C:6]([CH2:8][O:9][C:14]([CH3:16])([O:13][CH3:12])[CH3:15])[CH:5]=[CH:4][C:3]=1[CH2:10][O:11][C:23]([O:20][CH3:17])([CH3:27])[CH3:24]. Given the reactants [Br:1][C:2]1[CH:7]=[C:6]([CH2:8][OH:9])[CH:5]=[CH:4][C:3]=1[CH2:10][OH:11].[CH3:12][O:13][C:14]([CH3:16])=[CH2:15].[C:17](=[O:20])([O-])[O-].[K+].[K+].[CH2:23]1[CH2:27]OC[CH2:24]1, predict the reaction product. (3) Given the reactants [Cl:1][C:2]1[CH:34]=[CH:33][C:5]([C:6]([NH:8][CH:9]([CH2:21][C:22]2[C:31]3[C:26](=[CH:27][CH:28]=[CH:29][CH:30]=3)[NH:25][C:24](=[O:32])[CH:23]=2)[C:10]([O:12][CH2:13][CH2:14][N:15]2[CH2:20][CH2:19][O:18][CH2:17][CH2:16]2)=[O:11])=[O:7])=[CH:4][CH:3]=1.[C:35]([OH:42])(=[O:41])/[CH:36]=[CH:37]\[C:38]([OH:40])=[O:39], predict the reaction product. The product is: [C:35]([OH:42])(=[O:41])/[CH:36]=[CH:37]\[C:38]([OH:40])=[O:39].[Cl:1][C:2]1[CH:3]=[CH:4][C:5]([C:6]([NH:8][CH:9]([CH2:21][C:22]2[C:31]3[C:26](=[CH:27][CH:28]=[CH:29][CH:30]=3)[NH:25][C:24](=[O:32])[CH:23]=2)[C:10]([O:12][CH2:13][CH2:14][N:15]2[CH2:16][CH2:17][O:18][CH2:19][CH2:20]2)=[O:11])=[O:7])=[CH:33][CH:34]=1. (4) Given the reactants [Br:1]N1C(=O)CCC1=O.[CH2:9]([O:11][C:12]([CH:14]1[CH2:19][CH2:18][C:17](=[O:20])[CH2:16][CH2:15]1)=[O:13])[CH3:10], predict the reaction product. The product is: [CH2:9]([O:11][C:12]([CH:14]1[CH2:19][CH2:18][C:17](=[O:20])[CH:16]([Br:1])[CH2:15]1)=[O:13])[CH3:10]. (5) Given the reactants CN(C1C2[C:10]([N:14]([CH3:16])C)=[CH:11][CH:12]=[CH:13][C:8]=2C=CC=1)C.Cl[C:18]([O:20][CH2:21][C:22]1[CH:27]=[CH:26][CH:25]=[CH:24][CH:23]=1)=[O:19].[C:28]([O:31]CC)(=[O:30])[CH3:29], predict the reaction product. The product is: [CH2:21]([O:20][C:18]([N:14]1[CH2:10][CH2:11][CH:12]=[C:13]([CH2:8][O:31][C:28](=[O:30])[CH3:29])[CH2:16]1)=[O:19])[C:22]1[CH:27]=[CH:26][CH:25]=[CH:24][CH:23]=1. (6) Given the reactants [OH:1][C:2]1[CH:7]=[C:6]([CH3:8])[C:5]([C:9]2[CH:14]=[CH:13][CH:12]=[C:11]([CH2:15][O:16][C:17]3[CH:24]=[CH:23][C:20]([CH:21]=[O:22])=[CH:19][CH:18]=3)[CH:10]=2)=[C:4]([CH3:25])[CH:3]=1.[C:26]([O:29][CH2:30][CH2:31]Br)(=[O:28])[CH3:27].C(=O)([O-])[O-].[Cs+].[Cs+], predict the reaction product. The product is: [C:26]([O:29][CH2:30][CH2:31][O:1][C:2]1[CH:3]=[C:4]([CH3:25])[C:5]([C:9]2[CH:14]=[CH:13][CH:12]=[C:11]([CH2:15][O:16][C:17]3[CH:18]=[CH:19][C:20]([CH:21]=[O:22])=[CH:23][CH:24]=3)[CH:10]=2)=[C:6]([CH3:8])[CH:7]=1)(=[O:28])[CH3:27]. (7) Given the reactants [C:1]([O:5][C:6]([N:8]1[C@H:13]([CH2:14][OH:15])[CH2:12][C@@H:11]2[C@H:9]1[CH2:10]2)=[O:7])([CH3:4])([CH3:3])[CH3:2].[C:16]1([CH3:26])[CH:21]=[CH:20][C:19]([S:22](Cl)(=[O:24])=[O:23])=[CH:18][CH:17]=1, predict the reaction product. The product is: [C:1]([O:5][C:6]([N:8]1[C@H:13]([CH2:14][O:15][S:22]([C:19]2[CH:20]=[CH:21][C:16]([CH3:26])=[CH:17][CH:18]=2)(=[O:24])=[O:23])[CH2:12][C@@H:11]2[C@H:9]1[CH2:10]2)=[O:7])([CH3:4])([CH3:3])[CH3:2]. (8) Given the reactants C(=O)([O-])[O-].[Cs+].[Cs+].[CH3:7][C:8]1[CH:9]=[C:10]([C:13]([O:15][CH2:16][CH3:17])=[O:14])[NH:11][CH:12]=1.Br[CH2:19][C:20]1[CH:25]=[C:24]([Cl:26])[CH:23]=[CH:22][C:21]=1[N+:27]([O-:29])=[O:28], predict the reaction product. The product is: [Cl:26][C:24]1[CH:23]=[CH:22][C:21]([N+:27]([O-:29])=[O:28])=[C:20]([CH:25]=1)[CH2:19][N:11]1[CH:12]=[C:8]([CH3:7])[CH:9]=[C:10]1[C:13]([O:15][CH2:16][CH3:17])=[O:14].